Task: Regression. Given a peptide amino acid sequence and an MHC pseudo amino acid sequence, predict their binding affinity value. This is MHC class I binding data.. Dataset: Peptide-MHC class I binding affinity with 185,985 pairs from IEDB/IMGT The binding affinity (normalized) is 0. The peptide sequence is MLYQLLEAV. The MHC is HLA-B08:01 with pseudo-sequence HLA-B08:01.